This data is from Peptide-MHC class II binding affinity with 134,281 pairs from IEDB. The task is: Regression. Given a peptide amino acid sequence and an MHC pseudo amino acid sequence, predict their binding affinity value. This is MHC class II binding data. (1) The MHC is DRB1_1301 with pseudo-sequence DRB1_1301. The peptide sequence is MLMTGGVTLVRKNRW. The binding affinity (normalized) is 0.898. (2) The MHC is DRB1_0401 with pseudo-sequence DRB1_0401. The peptide sequence is EAAFTVSSKRNLADA. The binding affinity (normalized) is 0.435. (3) The peptide sequence is KKGAGGITIKKTGQA. The MHC is HLA-DQA10102-DQB10602 with pseudo-sequence HLA-DQA10102-DQB10602. The binding affinity (normalized) is 0.417. (4) The peptide sequence is SNSEAIADRLDKSFF. The MHC is DRB1_0101 with pseudo-sequence DRB1_0101. The binding affinity (normalized) is 0.437.